From a dataset of NCI-60 drug combinations with 297,098 pairs across 59 cell lines. Regression. Given two drug SMILES strings and cell line genomic features, predict the synergy score measuring deviation from expected non-interaction effect. (1) Drug 1: CC12CCC(CC1=CCC3C2CCC4(C3CC=C4C5=CN=CC=C5)C)O. Drug 2: C(CN)CNCCSP(=O)(O)O. Cell line: MALME-3M. Synergy scores: CSS=4.69, Synergy_ZIP=-1.84, Synergy_Bliss=-3.41, Synergy_Loewe=-5.58, Synergy_HSA=-3.51. (2) Drug 1: CCCCC(=O)OCC(=O)C1(CC(C2=C(C1)C(=C3C(=C2O)C(=O)C4=C(C3=O)C=CC=C4OC)O)OC5CC(C(C(O5)C)O)NC(=O)C(F)(F)F)O. Drug 2: C#CCC(CC1=CN=C2C(=N1)C(=NC(=N2)N)N)C3=CC=C(C=C3)C(=O)NC(CCC(=O)O)C(=O)O. Cell line: SNB-19. Synergy scores: CSS=29.3, Synergy_ZIP=-1.39, Synergy_Bliss=-4.15, Synergy_Loewe=-3.13, Synergy_HSA=-3.74.